This data is from Full USPTO retrosynthesis dataset with 1.9M reactions from patents (1976-2016). The task is: Predict the reactants needed to synthesize the given product. The reactants are: [C:1]([C:4]1[CH:9]=[CH:8][C:7]([CH:10]2[O:15][CH2:14][CH2:13][N:12]([C:16]([O:18][C:19]([CH3:22])([CH3:21])[CH3:20])=[O:17])[CH2:11]2)=[CH:6][CH:5]=1)(=[O:3])[CH3:2].[Li].C[Si]([N-][Si](C)(C)C)(C)C.[Cl:33][C:34]1[CH:42]=[CH:41][C:37]([C:38](Cl)=[O:39])=[CH:36][CH:35]=1. Given the product [Cl:33][C:34]1[CH:42]=[CH:41][C:37]([C:38](=[O:39])[CH2:2][C:1]([C:4]2[CH:5]=[CH:6][C:7]([CH:10]3[O:15][CH2:14][CH2:13][N:12]([C:16]([O:18][C:19]([CH3:22])([CH3:21])[CH3:20])=[O:17])[CH2:11]3)=[CH:8][CH:9]=2)=[O:3])=[CH:36][CH:35]=1, predict the reactants needed to synthesize it.